From a dataset of Experimentally validated miRNA-target interactions with 360,000+ pairs, plus equal number of negative samples. Binary Classification. Given a miRNA mature sequence and a target amino acid sequence, predict their likelihood of interaction. (1) The miRNA is mmu-miR-466f-3p with sequence CAUACACACACACAUACACAC. The protein sequence of the target gene is MDPPGYNCFVDKDKMDASIQDLGPKELNCTELQELKQLARQGYWAQSHTLRGKVYQRLIRDIPCRTVTPDASVYSDIVGKIVGKHSSSSLPLPEFVDNTQVPTYCLNTRGEGAVRKILLCIANQFPDISFCPALPAVVALLLHYSIDEAECFEKACRILSCNDPTKKLIDQSFLAFESSCMTFGDLVNKYCQAAHKLMVAVSEDVLQVYSDWQRWLFGELPLNYFARVFDVFLVEGYKVLYRVALAILKFFHKVRAGQPLESDNVKQDIRMFVKDIAKTVSPEKLLEKAFAIRLFSRKEI.... Result: 1 (interaction). (2) The miRNA is hsa-miR-6515-5p with sequence UUGGAGGGUGUGGAAGACAUC. The protein sequence of the target gene is MANPKEKTPVCLVNELARFHSIQPQYKLLNESGPAHSKMFSVQLSLGEQTWESEGSSIKKAQQAVANKALTESTLPKPVQKPPKSNVNNNPGSITPTVELNGLAMKRGEPAIYRPLDPKPFPNYRANYNFRGMYNQRYHCPMPKIFYVQLTVGNNEFFGEGKTRQAARHNAAMKALQALQNEPIPEKSPQNGESGKEMDDDKDANKSEISLVFEIALKRNMPVSFEVIKESGPPHMKSFVTRVSVGEFSAEGEGNSKKLSKKRAATTVLQELKKLPPLPVVEKPKLFFKKRPKTIVKAGP.... Result: 0 (no interaction). (3) The miRNA is hsa-miR-4510 with sequence UGAGGGAGUAGGAUGUAUGGUU. The protein sequence of the target gene is MWLLALCLVGLAGAQRGGGGPGGGAPGGPGLGLGSLGEERFPVVNTAYGRVRGVRRELNNEILGPVVQFLGVPYATPPLGARRFQPPEAPASWPGVRNATTLPPACPQNLHGALPAIMLPVWFTDNLEAAATYVQNQSEDCLYLNLYVPTEDGPLTKKRDEATLNPPDTDIRDPGKKPVMLFLHGGSYMEGTGNMFDGSVLAAYGNVIVATLNYRLGVLGFLSTGDQAAKGNYGLLDQIQALRWLSENIAHFGGDPERITIFGSGAGASCVNLLILSHHSEGLFQKAIAQSGTAISSWSV.... Result: 1 (interaction). (4) The miRNA is rno-miR-221-3p with sequence AGCUACAUUGUCUGCUGGGUUUC. The protein sequence of the target gene is MVDTESPICPLSPLEADDLESPLSEEFLQEMGNIQEISQSIGEESSGSFGFADYQYLGSCPGSEGSVITDTLSPASSPSSVSCPVIPASTDESPGSALNIECRICGDKASGYHYGVHACEGCKGFFRRTIRLKLVYDKCDRSCKIQKKNRNKCQYCRFHKCLSVGMSHNAIRFGRMPRSEKAKLKAEILTCEHDLKDSETADLKSLGKRIHEAYLKNFNMNKVKARVILAGKTSNNPPFVIHDMETLCMAEKTLVAKMVANGVEDKEAEVRFFHCCQCMSVETVTELTEFAKAIPGFANL.... Result: 0 (no interaction). (5) The miRNA is hsa-miR-4731-5p with sequence UGCUGGGGGCCACAUGAGUGUG. The protein sequence of the target gene is MMLLLPLLAVFLVKRSHTRTHSLRYFRLAVSDPGPVVPEFISVGYVDSHPITTYDSVTRQKEPKAPWMAENLAPDHWERYTQLLRGWQQTFKAELRHLQRHYNHSGLHTYQRMIGCELLEDGSTTGFLQYAYDGQDFIIFNKDTLSWLAMDYVAHITKQAWEANLHELQYQKNWLEEECIAWLKRFLEYGRDTLERTEHPVVRTTRKETFPGITTFFCRAHGFYPPEISMTWMKNGEEIAQEVDYGGVLPSGDGTYQTWLSVNLDPQSNDVYSCHVEHCGRQMVLEAPRESGDILRVSTI.... Result: 0 (no interaction). (6) The miRNA is hsa-miR-8072 with sequence GGCGGCGGGGAGGUAGGCAG. The protein sequence of the target gene is MSYPQGYLYQPSASLALYSCPAYSTSVISGPRTDELGRSSSGSAFSPYAGSTAFTAPSPGYNSHLQYGADPAAAAAAAFSYVGSPYDHTPGMAGSLGYHPYAAPLGSYPYGDPAYRKNATRDATATLKAWLNEHRKNPYPTKGEKIMLAIITKMTLTQVSTWFANARRRLKKENKMTWTPRNRSEDEEEEENIDLEKNDEDEPQKPEDKGDLEGPESGGAEQKATAGCERLQGPLSPAGKETEGSLSDSDFKESSSEGRHDELPRPPRAGESSPAGPATARLAEDAGPHYPASVPAPGPH.... Result: 0 (no interaction). (7) The miRNA is cel-miR-82-3p with sequence UGAGAUCAUCGUGAAAGCCAGU. The protein sequence of the target gene is MAWFRPPPPHTQLRPWVPDAIFIPISRAVERVGVFFYNRVLNKTEVGLFDKRWNKNVHGPYCHWRYYGKLDTKFMDVKLGDLPAWMARREKTPSAFYNEFMRNIWRVHNLYYSGPVYNNTVKVIFRFIFAYSFLNWLVKSHRYVDFQKTMYHW. Result: 1 (interaction).